From a dataset of Catalyst prediction with 721,799 reactions and 888 catalyst types from USPTO. Predict which catalyst facilitates the given reaction. (1) Reactant: [Cl:1][C:2]1[CH:11]=[C:10]([Cl:12])[CH:9]=[C:8]2[C:3]=1[C:4](=[O:26])[C:5]([C:15]1[CH:20]=[CH:19][C:18]([O:21]C)=[C:17]([N+:23]([O-:25])=[O:24])[CH:16]=1)([CH3:14])[C:6](=[O:13])[NH:7]2.B(Br)(Br)Br.ClCCl. Product: [Cl:1][C:2]1[CH:11]=[C:10]([Cl:12])[CH:9]=[C:8]2[C:3]=1[C:4](=[O:26])[C:5]([C:15]1[CH:20]=[CH:19][C:18]([OH:21])=[C:17]([N+:23]([O-:25])=[O:24])[CH:16]=1)([CH3:14])[C:6](=[O:13])[NH:7]2. The catalyst class is: 5. (2) Reactant: C[O:2][C:3](=[O:34])[CH2:4][CH2:5][C:6]1[CH:11]=[CH:10][C:9]([O:12][CH2:13][CH2:14][CH:15]([O:17][C:18]2[CH:23]=[CH:22][C:21]([CH2:24][CH3:25])=[CH:20][C:19]=2[C:26]([C:28]2[S:29][CH:30]=[CH:31][CH:32]=2)=[O:27])[CH3:16])=[CH:8][C:7]=1[CH3:33].[OH-].[Na+].Cl. Product: [CH2:24]([C:21]1[CH:22]=[CH:23][C:18]([O:17][CH:15]([CH3:16])[CH2:14][CH2:13][O:12][C:9]2[CH:10]=[CH:11][C:6]([CH2:5][CH2:4][C:3]([OH:34])=[O:2])=[C:7]([CH3:33])[CH:8]=2)=[C:19]([C:26]([C:28]2[S:29][CH:30]=[CH:31][CH:32]=2)=[O:27])[CH:20]=1)[CH3:25]. The catalyst class is: 24. (3) Reactant: Br[C:2]1[CH:7]=[CH:6][CH:5]=[C:4]([N+:8]([O-:10])=[O:9])[C:3]=1[NH:11][C:12](=[O:14])[CH3:13].CC1(C)C(C)(C)OB([C:23]2[CH:24]=[N:25][CH:26]=[CH:27][CH:28]=2)O1.C(=O)([O-])[O-].[Na+].[Na+]. Product: [N+:8]([C:4]1[CH:5]=[CH:6][CH:7]=[C:2]([C:23]2[CH:24]=[N:25][CH:26]=[CH:27][CH:28]=2)[C:3]=1[NH:11][C:12](=[O:14])[CH3:13])([O-:10])=[O:9]. The catalyst class is: 70. (4) Reactant: [N:1]1[CH:6]=[CH:5][CH:4]=[C:3]([NH:7][C:8](=[O:15])OCC(Cl)(Cl)Cl)[N:2]=1.[C:16]1([C:22]2[N:26]=[C:25]([N:27]3[CH2:32][CH2:31][NH:30][CH2:29][CH2:28]3)[S:24][N:23]=2)[CH:21]=[CH:20][CH:19]=[CH:18][CH:17]=1.C(N(C(C)C)CC)(C)C.CS(C)=O. Product: [C:16]1([C:22]2[N:26]=[C:25]([N:27]3[CH2:32][CH2:31][N:30]([C:8]([NH:7][C:3]4[N:2]=[N:1][CH:6]=[CH:5][CH:4]=4)=[O:15])[CH2:29][CH2:28]3)[S:24][N:23]=2)[CH:17]=[CH:18][CH:19]=[CH:20][CH:21]=1. The catalyst class is: 6. (5) Reactant: [Br:1][C:2]1[CH:11]=[CH:10][C:5]([C:6]([O:8][CH3:9])=[O:7])=[CH:4][C:3]=1[CH2:12]Br.COCC1C=C(C(O)=O)C=CC=1C1C=CC=CC=1C.C1COCC1.[CH3:38][S-:39].[Na+]. Product: [Br:1][C:2]1[CH:11]=[CH:10][C:5]([C:6]([O:8][CH3:9])=[O:7])=[CH:4][C:3]=1[CH2:12][S:39][CH3:38]. The catalyst class is: 23. (6) Reactant: Br[C:2]1[CH:3]=[C:4]2[C:9](=[C:10]([Cl:12])[CH:11]=1)[N:8]1[C:13]([CH3:16])=[N:14][N:15]=[C:7]1[CH2:6][CH2:5]2.[CH3:17][C:18]1([CH3:34])[C:22]([CH3:24])([CH3:23])[O:21][B:20]([B:20]2[O:21][C:22]([CH3:24])([CH3:23])[C:18]([CH3:34])([CH3:17])[O:19]2)[O:19]1.C([O-])(=O)C.[K+]. Product: [Cl:12][C:10]1[CH:11]=[C:2]([B:20]2[O:21][C:22]([CH3:24])([CH3:23])[C:18]([CH3:34])([CH3:17])[O:19]2)[CH:3]=[C:4]2[C:9]=1[N:8]1[C:13]([CH3:16])=[N:14][N:15]=[C:7]1[CH2:6][CH2:5]2. The catalyst class is: 75.